Dataset: Forward reaction prediction with 1.9M reactions from USPTO patents (1976-2016). Task: Predict the product of the given reaction. (1) Given the reactants [CH3:1][O:2][C:3]([C:5]1[CH:13]=[CH:12][C:8]([C:9]([OH:11])=O)=[CH:7][CH:6]=1)=[O:4].CN(C(ON1N=NC2C=CC=NC1=2)=[N+](C)C)C.F[P-](F)(F)(F)(F)F.C(N(C(C)C)CC)(C)C.[CH3:47][N:48]([CH3:68])[CH:49]([CH2:66][CH3:67])[CH:50]([C:56]1[CH:65]=[CH:64][C:59]2[N:60]=[C:61]([NH2:63])[S:62][C:58]=2[CH:57]=1)[N:51]1[CH:55]=[CH:54][N:53]=[CH:52]1, predict the reaction product. The product is: [CH3:47][N:48]([CH3:68])[CH:49]([CH2:66][CH3:67])[CH:50]([C:56]1[CH:65]=[CH:64][C:59]2[N:60]=[C:61]([NH:63][C:9]([C:8]3[CH:7]=[CH:6][C:5]([C:3]([O:2][CH3:1])=[O:4])=[CH:13][CH:12]=3)=[O:11])[S:62][C:58]=2[CH:57]=1)[N:51]1[CH:55]=[CH:54][N:53]=[CH:52]1. (2) Given the reactants [Cl:1][C:2]1[N:3]=[CH:4][N:5]([C:7]2[CH:12]=[CH:11][C:10]([NH:13][C:14](SC)=[NH:15])=[CH:9][C:8]=2[O:18][CH3:19])[CH:6]=1.[Cl:20][CH2:21][CH2:22][CH2:23][CH2:24][CH:25]([C:29]1[CH:34]=[CH:33][CH:32]=[CH:31][C:30]=1[F:35])[C:26](O)=O.[NH2:36][NH2:37], predict the reaction product. The product is: [Cl:20][CH2:21][CH2:22][CH2:23][CH2:24][CH:25]([C:26]1[NH:37][N:36]=[C:14]([NH:13][C:10]2[CH:11]=[CH:12][C:7]([N:5]3[CH:6]=[C:2]([Cl:1])[N:3]=[CH:4]3)=[C:8]([O:18][CH3:19])[CH:9]=2)[N:15]=1)[C:29]1[CH:34]=[CH:33][CH:32]=[CH:31][C:30]=1[F:35]. (3) Given the reactants I[C:2]1[C:10]2[C:5](=[N:6][CH:7]=[N:8][C:9]=2[NH2:11])[N:4]([CH:12]2[CH2:17][CH2:16][N:15]([CH2:18][CH2:19][O:20][CH3:21])[CH2:14][CH2:13]2)[N:3]=1.[CH3:22][C:23]1[CH:24]=[C:25]([CH3:48])[C:26]2[O:30][C:29]([NH:31][C:32]3[CH:37]=[CH:36][C:35](B4OC(C)(C)C(C)(C)O4)=[CH:34][CH:33]=3)=[N:28][C:27]=2[CH:47]=1.C(=O)([O-])[O-].[Na+].[Na+], predict the reaction product. The product is: [NH2:11][C:9]1[N:8]=[CH:7][N:6]=[C:5]2[N:4]([CH:12]3[CH2:17][CH2:16][N:15]([CH2:18][CH2:19][O:20][CH3:21])[CH2:14][CH2:13]3)[N:3]=[C:2]([C:35]3[CH:34]=[CH:33][C:32]([NH:31][C:29]4[O:30][C:26]5[C:25]([CH3:48])=[CH:24][C:23]([CH3:22])=[CH:47][C:27]=5[N:28]=4)=[CH:37][CH:36]=3)[C:10]=12.